Dataset: Full USPTO retrosynthesis dataset with 1.9M reactions from patents (1976-2016). Task: Predict the reactants needed to synthesize the given product. (1) Given the product [CH:20]1([C:18]([NH:17][C:15]2[N:16]=[C:11]3[CH:10]=[CH:9][C:8]([O:7][C:6]4[CH:23]=[C:2]([NH:1][C:31]([C:30]5[N:26]([CH3:25])[N:27]=[C:28]([CH3:34])[CH:29]=5)=[O:32])[CH:3]=[CH:4][C:5]=4[CH3:24])=[N:13][N:12]3[CH:14]=2)=[O:19])[CH2:22][CH2:21]1, predict the reactants needed to synthesize it. The reactants are: [NH2:1][C:2]1[CH:3]=[CH:4][C:5]([CH3:24])=[C:6]([CH:23]=1)[O:7][C:8]1[CH:9]=[CH:10][C:11]2[N:12]([CH:14]=[C:15]([NH:17][C:18]([CH:20]3[CH2:22][CH2:21]3)=[O:19])[N:16]=2)[N:13]=1.[CH3:25][N:26]1[C:30]([C:31](Cl)=[O:32])=[CH:29][C:28]([CH3:34])=[N:27]1.C(N(CC)CC)C. (2) The reactants are: [F:1][C:2]1[C:9]([F:10])=[CH:8][C:7]([N+:11]([O-])=O)=[CH:6][C:3]=1[C:4]#[N:5].C(O)(=O)C. Given the product [NH2:11][C:7]1[CH:8]=[C:9]([F:10])[C:2]([F:1])=[C:3]([CH:6]=1)[C:4]#[N:5], predict the reactants needed to synthesize it.